From a dataset of Full USPTO retrosynthesis dataset with 1.9M reactions from patents (1976-2016). Predict the reactants needed to synthesize the given product. (1) Given the product [Si:14]([O:13][CH2:12][CH:11]([NH2:10])[CH2:31][O:32][Si:33]([C:46]([CH3:49])([CH3:48])[CH3:47])([C:40]1[CH:41]=[CH:42][CH:43]=[CH:44][CH:45]=1)[C:34]1[CH:35]=[CH:36][CH:37]=[CH:38][CH:39]=1)([C:27]([CH3:28])([CH3:29])[CH3:30])([C:21]1[CH:26]=[CH:25][CH:24]=[CH:23][CH:22]=1)[C:15]1[CH:16]=[CH:17][CH:18]=[CH:19][CH:20]=1, predict the reactants needed to synthesize it. The reactants are: C(OC(=O)[NH:10][CH:11]([CH2:31][O:32][Si:33]([C:46]([CH3:49])([CH3:48])[CH3:47])([C:40]1[CH:45]=[CH:44][CH:43]=[CH:42][CH:41]=1)[C:34]1[CH:39]=[CH:38][CH:37]=[CH:36][CH:35]=1)[CH2:12][O:13][Si:14]([C:27]([CH3:30])([CH3:29])[CH3:28])([C:21]1[CH:26]=[CH:25][CH:24]=[CH:23][CH:22]=1)[C:15]1[CH:20]=[CH:19][CH:18]=[CH:17][CH:16]=1)C1C=CC=CC=1. (2) The reactants are: Br[C:2]1[CH:10]=[CH:9][CH:8]=[C:7]2[C:3]=1[CH2:4][CH2:5][C@@H:6]2[O:11][Si:12]([C:15]([CH3:18])([CH3:17])[CH3:16])([CH3:14])[CH3:13].[CH3:19][C:20]([CH3:26])([CH2:23][CH:24]=[CH2:25])[CH:21]=[O:22]. Given the product [C:15]([Si:12]([CH3:14])([CH3:13])[O:11][C@@H:6]1[C:7]2[C:3](=[C:2]([CH:21]([OH:22])[C:20]([CH3:26])([CH3:19])[CH2:23][CH:24]=[CH2:25])[CH:10]=[CH:9][CH:8]=2)[CH2:4][CH2:5]1)([CH3:18])([CH3:17])[CH3:16], predict the reactants needed to synthesize it. (3) Given the product [Cl:1][C:2]1[N:3]=[C:4]([N:17]2[CH2:18][CH2:19][CH:14]([CH3:13])[CH2:15][CH2:16]2)[C:5]2[S:10][CH:9]=[C:8]([CH3:11])[C:6]=2[N:7]=1, predict the reactants needed to synthesize it. The reactants are: [Cl:1][C:2]1[N:3]=[C:4](Cl)[C:5]2[S:10][CH:9]=[C:8]([CH3:11])[C:6]=2[N:7]=1.[CH3:13][CH:14]1[CH2:19][CH2:18][NH:17][CH2:16][CH2:15]1. (4) Given the product [NH2:7][C:8]1([C:12]2[CH:13]=[CH:14][C:15]([C:18]3[C:27]([C:28]4[CH:29]=[CH:30][CH:31]=[CH:32][CH:33]=4)=[CH:26][C:25]4[C:24]5=[N:34][NH:35][C:36]([NH:37][CH3:38])=[C:23]5[CH2:22][CH2:21][C:20]=4[N:19]=3)=[CH:16][CH:17]=2)[CH2:11][CH2:10][CH2:9]1, predict the reactants needed to synthesize it. The reactants are: C(OC(=O)[NH:7][C:8]1([C:12]2[CH:17]=[CH:16][C:15]([C:18]3[C:27]([C:28]4[CH:33]=[CH:32][CH:31]=[CH:30][CH:29]=4)=[CH:26][C:25]4[C:24]5=[N:34][NH:35][C:36]([NH:37][CH3:38])=[C:23]5[CH2:22][CH2:21][C:20]=4[N:19]=3)=[CH:14][CH:13]=2)[CH2:11][CH2:10][CH2:9]1)(C)(C)C.